Dataset: Full USPTO retrosynthesis dataset with 1.9M reactions from patents (1976-2016). Task: Predict the reactants needed to synthesize the given product. (1) Given the product [ClH:78].[C:1]([N:4]1[C:13]2[C:8](=[CH:9][C:10]([C:62]3[CH:63]=[N:64][N:65]([CH2:67][CH2:68][N:69]([CH3:71])[CH3:70])[CH:66]=3)=[CH:11][CH:12]=2)[C@H:7]([NH:23][C:24](=[O:29])[O:25][CH:26]([CH3:28])[CH3:27])[CH2:6][C@@H:5]1[CH3:30])(=[O:3])[CH3:2], predict the reactants needed to synthesize it. The reactants are: [C:1]([N:4]1[C:13]2[C:8](=[CH:9][C:10](B3OC(C)(C)C(C)(C)O3)=[CH:11][CH:12]=2)[C@H:7]([NH:23][C:24](=[O:29])[O:25][CH:26]([CH3:28])[CH3:27])[CH2:6][C@@H:5]1[CH3:30])(=[O:3])[CH3:2].C(N1C2C(=CC(B3OC(C)(C)C(C)(C)O3)=CC=2)C(NC(=O)OC(C)C)CC1C)(=O)C.Br[C:62]1[CH:63]=[N:64][N:65]([CH2:67][CH2:68][N:69]([CH3:71])[CH3:70])[CH:66]=1.C(=O)([O-])[O-].[K+].[K+].[ClH:78].CO. (2) Given the product [NH2:11][C:9]1[N:8]=[CH:7][N:6]=[C:5]2[N:4]([CH:12]3[CH2:17][CH2:16][N:15]([CH3:18])[CH2:14][CH2:13]3)[N:3]=[C:2]([C:25]3[CH:24]=[CH:23][C:22]([NH:36][C:37](=[O:43])[O:38][C:39]([CH3:40])([CH3:41])[CH3:42])=[C:21]([O:20][CH3:19])[CH:26]=3)[C:10]=12, predict the reactants needed to synthesize it. The reactants are: I[C:2]1[C:10]2[C:5](=[N:6][CH:7]=[N:8][C:9]=2[NH2:11])[N:4]([CH:12]2[CH2:17][CH2:16][N:15]([CH3:18])[CH2:14][CH2:13]2)[N:3]=1.[CH3:19][O:20][C:21]1[CH:26]=[C:25](B2OC(C)(C)C(C)(C)O2)[CH:24]=[CH:23][C:22]=1[NH:36][C:37](=[O:43])[O:38][C:39]([CH3:42])([CH3:41])[CH3:40].C(=O)([O-])[O-].[Na+].[Na+].COCCOC. (3) Given the product [CH2:39]([O:38][C:34]([NH:35][NH:36][C:14]([C:11]1([CH2:17][C:18]2[CH:23]=[CH:22][CH:21]=[C:20]([NH:24][C:25]3[N:29]([C:30]([CH3:33])([CH3:31])[CH3:32])[N:28]=[CH:27][CH:26]=3)[N:19]=2)[CH2:12][CH2:13][N:8]([C:6]([O:5][C:1]([CH3:4])([CH3:3])[CH3:2])=[O:7])[CH2:9][CH2:10]1)=[O:16])=[O:37])[C:40]1[CH:45]=[CH:44][CH:43]=[CH:42][CH:41]=1, predict the reactants needed to synthesize it. The reactants are: [C:1]([O:5][C:6]([N:8]1[CH2:13][CH2:12][C:11]([CH2:17][C:18]2[CH:23]=[CH:22][CH:21]=[C:20]([NH:24][C:25]3[N:29]([C:30]([CH3:33])([CH3:32])[CH3:31])[N:28]=[CH:27][CH:26]=3)[N:19]=2)([C:14]([OH:16])=O)[CH2:10][CH2:9]1)=[O:7])([CH3:4])([CH3:3])[CH3:2].[C:34]([O:38][CH2:39][C:40]1[CH:45]=[CH:44][CH:43]=[CH:42][CH:41]=1)(=[O:37])[NH:35][NH2:36].Cl.CN(C)CCCN=C=NCC.O. (4) Given the product [N+:9]([C:3]1[C:4]([NH2:8])=[N:5][CH:6]=[CH:7][C:2]=1[C:17]1[CH:22]=[CH:21][CH:20]=[CH:19][N:18]=1)([O-:11])=[O:10], predict the reactants needed to synthesize it. The reactants are: Cl[C:2]1[CH:7]=[CH:6][N:5]=[C:4]([NH2:8])[C:3]=1[N+:9]([O-:11])=[O:10].C([Sn](CCCC)(CCCC)[C:17]1[CH:22]=[CH:21][CH:20]=[CH:19][N:18]=1)CCC.